The task is: Predict the reaction yield, written as a fraction of the theoretical maximum amount of product (1.0 means a 100% yield; for example, 0.34 means a 34% yield).. This data is from Reaction yield outcomes from USPTO patents with 853,638 reactions. (1) The reactants are [CH2:1]([O:3][C:4]1[CH:5]=[C:6]([N:13]2[CH2:18][CH2:17][NH:16][CH2:15][CH2:14]2)[CH:7]=[CH:8][C:9]=1[N+:10]([O-:12])=[O:11])[CH3:2].C([N:26]1[CH2:31][CH2:30][C:29](=O)[CH2:28][CH2:27]1)(OC(C)(C)C)=O.CC(O)=O.C(O[BH-](OC(=O)C)OC(=O)C)(=O)C.[Na+]. The catalyst is ClCCCl. The product is [CH2:1]([O:3][C:4]1[CH:5]=[C:6]([N:13]2[CH2:14][CH2:15][N:16]([CH:29]3[CH2:30][CH2:31][NH:26][CH2:27][CH2:28]3)[CH2:17][CH2:18]2)[CH:7]=[CH:8][C:9]=1[N+:10]([O-:12])=[O:11])[CH3:2]. The yield is 0.790. (2) The reactants are [Cl:1][C:2]1[CH:3]=[CH:4][C:5]([F:28])=[C:6]([C:8]2[O:12][N:11]=[C:10]([CH2:13][S:14][C:15]3[N:19]([CH2:20][CH2:21]O)[C:18]([C:23]4[S:24][CH:25]=[CH:26][CH:27]=4)=[N:17][N:16]=3)[N:9]=2)[CH:7]=1.CCN(S(F)(F)[F:35])CC. The catalyst is C1COCC1. The product is [Cl:1][C:2]1[CH:3]=[CH:4][C:5]([F:28])=[C:6]([C:8]2[O:12][N:11]=[C:10]([CH2:13][S:14][C:15]3[N:19]([CH2:20][CH2:21][F:35])[C:18]([C:23]4[S:24][CH:25]=[CH:26][CH:27]=4)=[N:17][N:16]=3)[N:9]=2)[CH:7]=1. The yield is 0.220. (3) The reactants are [C:1]([O:5][C:6]([N:8]1[CH2:15][CH:14]2[CH:10]([CH2:11][N:12](CC3C=CC=CC=3)[CH2:13]2)[CH2:9]1)=[O:7])([CH3:4])([CH3:3])[CH3:2].C([O-])=O.[NH4+]. The catalyst is C(O)C.[Pd]. The product is [C:1]([O:5][C:6]([N:8]1[CH2:9][CH:10]2[CH:14]([CH2:13][NH:12][CH2:11]2)[CH2:15]1)=[O:7])([CH3:4])([CH3:2])[CH3:3]. The yield is 0.840. (4) The reactants are [C:1]([O:5][CH2:6][CH3:7])(=[O:4])[C:2]#[CH:3].[O-]Cl.[Na+].[CH3:11][O:12][CH2:13][O:14][C:15]1[CH:23]=[CH:22][C:18]([CH:19]=[N:20][OH:21])=[CH:17][C:16]=1[CH3:24]. The catalyst is O.C1COCC1.CCOC(C)=O. The product is [CH3:11][O:12][CH2:13][O:14][C:15]1[CH:23]=[CH:22][C:18]([C:19]2[CH:3]=[C:2]([C:1]([O:5][CH2:6][CH3:7])=[O:4])[O:21][N:20]=2)=[CH:17][C:16]=1[CH3:24]. The yield is 0.880. (5) The reactants are Br[C:2]1[CH:11]=[C:10]2[C:5]([N:6](C(=O)C(F)(F)F)[C@@H:7]([CH3:20])[CH2:8][N:9]2[C:12]([O:14][CH:15]2[CH2:19][CH2:18][CH2:17][CH2:16]2)=[O:13])=[CH:4][CH:3]=1.[CH:27]1([N:30]2[CH:34]=[C:33](B3OC(C)(C)C(C)(C)O3)[CH:32]=[N:31]2)[CH2:29][CH2:28]1.CC(C1C=C(C(C)C)C(C2C=CC=CC=2P(C2CCCCC2)C2CCCCC2)=C(C(C)C)C=1)C.C(=O)([O-])[O-].[Cs+].[Cs+]. The catalyst is O1CCOCC1.O.C1C=CC(/C=C/C(/C=C/C2C=CC=CC=2)=O)=CC=1.C1C=CC(/C=C/C(/C=C/C2C=CC=CC=2)=O)=CC=1.C1C=CC(/C=C/C(/C=C/C2C=CC=CC=2)=O)=CC=1.[Pd].[Pd]. The product is [CH:27]1([N:30]2[CH:34]=[C:33]([C:2]3[CH:11]=[C:10]4[C:5]([NH:6][C@@H:7]([CH3:20])[CH2:8][N:9]4[C:12]([O:14][CH:15]4[CH2:16][CH2:17][CH2:18][CH2:19]4)=[O:13])=[CH:4][CH:3]=3)[CH:32]=[N:31]2)[CH2:29][CH2:28]1. The yield is 0.590. (6) The reactants are [F:1][C:2]1[CH:7]=[CH:6][C:5]([C:8]2[N:13]=[C:12]3[CH:14]=[C:15]([CH:18]=O)[N:16]([CH3:17])[C:11]3=[C:10]([C:20]3[CH:25]=[CH:24][C:23]([F:26])=[CH:22][CH:21]=3)[C:9]=2[C:27]2[CH:32]=[CH:31][N:30]=[CH:29][CH:28]=2)=[CH:4][CH:3]=1.[CH3:33][O:34][CH2:35][CH2:36][NH2:37].[BH-](OC(C)=O)(OC(C)=O)OC(C)=O.[Na+].C([O-])(O)=O.[Na+]. The catalyst is C(Cl)Cl.CCOC(C)=O.C(O)(=O)C. The product is [F:1][C:2]1[CH:7]=[CH:6][C:5]([C:8]2[N:13]=[C:12]3[CH:14]=[C:15]([CH2:18][NH:37][CH2:36][CH2:35][O:34][CH3:33])[N:16]([CH3:17])[C:11]3=[C:10]([C:20]3[CH:25]=[CH:24][C:23]([F:26])=[CH:22][CH:21]=3)[C:9]=2[C:27]2[CH:28]=[CH:29][N:30]=[CH:31][CH:32]=2)=[CH:4][CH:3]=1. The yield is 0.440. (7) The reactants are [OH:1][CH2:2][C:3]([C:6]1[O:10][N:9]=[C:8]([NH:11][C:12](=[O:20])[O:13][C:14]2[CH:19]=[CH:18][CH:17]=[CH:16][CH:15]=2)[CH:7]=1)([CH3:5])[CH3:4].N1C=CC=CC=1.[N+:27]([C:30]1[CH:35]=[CH:34][C:33]([S:36](Cl)(=[O:38])=[O:37])=[CH:32][CH:31]=1)([O-:29])=[O:28]. The catalyst is ClCCl. The product is [N+:27]([C:30]1[CH:31]=[CH:32][C:33]([S:36]([O:1][CH2:2][C:3]([CH3:4])([C:6]2[O:10][N:9]=[C:8]([NH:11][C:12]([O:13][C:14]3[CH:19]=[CH:18][CH:17]=[CH:16][CH:15]=3)=[O:20])[CH:7]=2)[CH3:5])(=[O:38])=[O:37])=[CH:34][CH:35]=1)([O-:29])=[O:28]. The yield is 0.600. (8) The reactants are [F:1][C:2]1([F:10])[CH2:7][CH2:6][CH:5]([CH:8]=O)[CH2:4][CH2:3]1.O1CCCC1.[NH:16]1[CH2:21][CH2:20][CH:19]([NH:22][C:23](=[O:29])[O:24][C:25]([CH3:28])([CH3:27])[CH3:26])[CH2:18][CH2:17]1.C(O[BH-](OC(=O)C)OC(=O)C)(=O)C.[Na+]. The catalyst is [Cl-].[Na+].O. The product is [F:1][C:2]1([F:10])[CH2:7][CH2:6][CH:5]([CH2:8][N:16]2[CH2:17][CH2:18][CH:19]([NH:22][C:23](=[O:29])[O:24][C:25]([CH3:27])([CH3:26])[CH3:28])[CH2:20][CH2:21]2)[CH2:4][CH2:3]1. The yield is 0.207.